This data is from Forward reaction prediction with 1.9M reactions from USPTO patents (1976-2016). The task is: Predict the product of the given reaction. (1) The product is: [CH2:16]([CH:18]1[CH:22]([C:23]2[N:27]3[C:28]4[CH:34]=[CH:33][N:32]([CH2:35][O:36][CH2:37][CH2:38][Si:39]([CH3:40])([CH3:42])[CH3:41])[C:29]=4[N:30]=[CH:31][C:26]3=[N:25][N:24]=2)[CH2:21][C:20]([CH2:1][S:2]([N:5]2[CH2:10][CH2:9][O:8][CH2:7][CH2:6]2)(=[O:4])=[O:3])([OH:43])[CH2:19]1)[CH3:17]. Given the reactants [CH3:1][S:2]([N:5]1[CH2:10][CH2:9][O:8][CH2:7][CH2:6]1)(=[O:4])=[O:3].[Li]CCCC.[CH2:16]([CH:18]1[CH:22]([C:23]2[N:27]3[C:28]4[CH:34]=[CH:33][N:32]([CH2:35][O:36][CH2:37][CH2:38][Si:39]([CH3:42])([CH3:41])[CH3:40])[C:29]=4[N:30]=[CH:31][C:26]3=[N:25][N:24]=2)[CH2:21][C:20](=[O:43])[CH2:19]1)[CH3:17], predict the reaction product. (2) Given the reactants [BH4-].[Na+].[C:3]([O:7][C@@H:8]([C@H:10]1[CH2:14][O:13][C:12](=[O:15])[N:11]1[C:16]1[N:21]=[C:20]([Cl:22])[N:19]=[C:18]([C:23](OC)=[O:24])[CH:17]=1)[CH3:9])([CH3:6])([CH3:5])[CH3:4], predict the reaction product. The product is: [C:3]([O:7][C@@H:8]([C@H:10]1[CH2:14][O:13][C:12](=[O:15])[N:11]1[C:16]1[CH:17]=[C:18]([CH2:23][OH:24])[N:19]=[C:20]([Cl:22])[N:21]=1)[CH3:9])([CH3:4])([CH3:5])[CH3:6].